The task is: Predict the product of the given reaction.. This data is from Forward reaction prediction with 1.9M reactions from USPTO patents (1976-2016). (1) Given the reactants [Cl:1][C:2]1[C:7]([N:8](CC2C=CC(OC)=CC=2)[S:9]([CH2:12][CH2:13][CH3:14])(=[O:11])=[O:10])=[CH:6][CH:5]=[C:4]([F:24])[C:3]=1[NH:25][C:26]([C:28]1[C:32]2[N:33]=[CH:34][N:35]=[C:36]([NH:37][O:38][CH3:39])[C:31]=2[S:30][CH:29]=1)=[O:27].ClC1C(N(CC2C=CC(OC)=CC=2)S(CCC)(=O)=O)=CC=C(F)C=1NC(C1C2N=CN=C(C)C=2SC=1)=O.ClCCl.FC(F)(F)C(O)=O, predict the reaction product. The product is: [Cl:1][C:2]1[C:7]([NH:8][S:9]([CH2:12][CH2:13][CH3:14])(=[O:10])=[O:11])=[CH:6][CH:5]=[C:4]([F:24])[C:3]=1[NH:25][C:26]([C:28]1[C:32]2[N:33]=[CH:34][N:35]=[C:36]([NH:37][O:38][CH3:39])[C:31]=2[S:30][CH:29]=1)=[O:27]. (2) Given the reactants [Br:1][C:2]1[C:7]([I:8])=[CH:6][CH:5]=[CH:4][C:3]=1[F:9].[Li+].CC([N-]C(C)C)C.CN([CH:21]=[O:22])C.[Cl-].[NH4+], predict the reaction product. The product is: [Br:1][C:2]1[C:3]([F:9])=[C:4]([CH:5]=[CH:6][C:7]=1[I:8])[CH:21]=[O:22]. (3) Given the reactants BrCCCCCBr.[Mg].II.Br[C:12](Br)([CH2:15][CH3:16])[CH2:13][CH3:14].[CH:18]1([CH2:25][C:26](=[O:28])[CH3:27])[CH2:24][CH2:23][CH2:22]CCC1.C1C[O:32]CC1, predict the reaction product. The product is: [OH:32][CH:12]([CH2:15][CH3:16])[CH2:13][CH2:14][CH2:27][C:26]1([OH:28])[CH2:22][CH2:23][CH2:24][CH2:18][CH2:25]1. (4) Given the reactants [F:1][C:2]1[CH:10]=[CH:9][C:5]([C:6]([OH:8])=O)=[CH:4][N:3]=1.Cl.[F:12][C:13]1[CH:18]=[C:17]([F:19])[CH:16]=[CH:15][C:14]=1[C:20]1[O:24][N:23]=[C:22]([CH:25]2[CH2:30][CH2:29][CH2:28][NH:27][CH2:26]2)[N:21]=1, predict the reaction product. The product is: [F:12][C:13]1[CH:18]=[C:17]([F:19])[CH:16]=[CH:15][C:14]=1[C:20]1[O:24][N:23]=[C:22]([CH:25]2[CH2:30][CH2:29][CH2:28][N:27]([C:6]([C:5]3[CH:4]=[N:3][C:2]([F:1])=[CH:10][CH:9]=3)=[O:8])[CH2:26]2)[N:21]=1.